Dataset: Full USPTO retrosynthesis dataset with 1.9M reactions from patents (1976-2016). Task: Predict the reactants needed to synthesize the given product. (1) Given the product [NH2:1][C:2]1[N:3]=[CH:4][C:5]([CH2:8][CH2:9][CH2:10][C@H:11]([NH:15][C:16](=[O:17])[O:18][C:19]([CH3:22])([CH3:21])[CH3:20])[C:12]([N:29]2[CH2:30][CH2:31][C:26](=[C:25]([F:32])[F:24])[CH2:27][CH2:28]2)=[O:14])=[N:6][CH:7]=1, predict the reactants needed to synthesize it. The reactants are: [NH2:1][C:2]1[N:3]=[CH:4][C:5]([CH2:8][CH2:9][CH2:10][C@H:11]([NH:15][C:16]([O:18][C:19]([CH3:22])([CH3:21])[CH3:20])=[O:17])[C:12]([OH:14])=O)=[N:6][CH:7]=1.Cl.[F:24][C:25]([F:32])=[C:26]1[CH2:31][CH2:30][NH:29][CH2:28][CH2:27]1. (2) Given the product [CH:29]1[C:30]2[C:9]3([C:8]4[CH:7]=[C:6]([C:3]([OH:5])=[O:34])[CH:18]=[CH:17][C:16]=4[C:15]4[C:10]3=[CH:11][CH:12]=[CH:13][CH:14]=4)[C:19]3[C:24](=[CH:23][CH:22]=[CH:21][CH:20]=3)[C:25]=2[CH:26]=[CH:27][C:28]=1[C:31]([OH:33])=[O:37], predict the reactants needed to synthesize it. The reactants are: BrBr.[C:3]([C:6]1[CH:18]=[CH:17][C:16]2[C:15]3[C:10](=[CH:11][CH:12]=[CH:13][CH:14]=3)[C:9]3([C:30]4[CH:29]=[C:28]([C:31](=[O:33])C)[CH:27]=[CH:26][C:25]=4[C:24]4[C:19]3=[CH:20][CH:21]=[CH:22][CH:23]=4)[C:8]=2[CH:7]=1)(=[O:5])C.[OH-:34].[Na+].S([O-])(O)=[O:37].[Na+].